From a dataset of Forward reaction prediction with 1.9M reactions from USPTO patents (1976-2016). Predict the product of the given reaction. (1) Given the reactants Cl[CH2:2][CH2:3][C@H:4]([C:14]1[S:15][CH:16]=[CH:17][CH:18]=1)[O:5][C:6]1[CH:11]=[C:10]([Cl:12])[CH:9]=[CH:8][C:7]=1[Cl:13].[I-:19].[Na+], predict the reaction product. The product is: [Cl:13][C:7]1[CH:8]=[CH:9][C:10]([Cl:12])=[CH:11][C:6]=1[O:5][C@@H:4]([C:14]1[S:15][CH:16]=[CH:17][CH:18]=1)[CH2:3][CH2:2][I:19]. (2) Given the reactants [C:1]([CH2:4][C:5]1[S:6][CH:7]=[CH:8][C:9]=1[C:10]([OH:12])=[O:11])([OH:3])=O.C(Cl)(=O)C, predict the reaction product. The product is: [S:6]1[C:5]2[CH2:4][C:1](=[O:3])[O:12][C:10](=[O:11])[C:9]=2[CH:8]=[CH:7]1. (3) Given the reactants Br[CH2:2][C:3]1[C:8]([C:9]([O:11]C)=O)=[C:7]([NH:13][C:14]2[CH:19]=[CH:18][CH:17]=[C:16]([C:20]([F:23])([F:22])[F:21])[CH:15]=2)[N:6]=[C:5]([NH:24][C@@H:25]2[CH2:30][CH2:29][CH2:28][CH2:27][C@@H:26]2[NH:31]C(OC(C)(C)C)=O)[N:4]=1.[OH-].[NH4+:40].[C:41]([OH:47])([C:43]([F:46])([F:45])[F:44])=[O:42].C(Cl)Cl, predict the reaction product. The product is: [C:41]([OH:47])([C:43]([F:46])([F:45])[F:44])=[O:42].[NH2:31][C@H:26]1[CH2:27][CH2:28][CH2:29][CH2:30][C@H:25]1[NH:24][C:5]1[N:6]=[C:7]([NH:13][C:14]2[CH:19]=[CH:18][CH:17]=[C:16]([C:20]([F:22])([F:21])[F:23])[CH:15]=2)[C:8]2[C:9](=[O:11])[NH:40][CH2:2][C:3]=2[N:4]=1. (4) Given the reactants [CH3:1][O:2][C:3](=[O:18])[C@@H:4]([N:13]1[CH:17]=[CH:16][CH:15]=[CH:14]1)[CH2:5][C:6]1[CH:11]=[CH:10][C:9]([OH:12])=[CH:8][CH:7]=1.[C:19]1([C:25]2[N:29]([CH2:30][CH2:31]O)[C:28]3[CH:33]=[CH:34][CH:35]=[CH:36][C:27]=3[N:26]=2)[CH:24]=[CH:23][CH:22]=[CH:21][CH:20]=1, predict the reaction product. The product is: [CH3:1][O:2][C:3](=[O:18])[CH:4]([N:13]1[CH:17]=[CH:16][CH:15]=[CH:14]1)[CH2:5][C:6]1[CH:11]=[CH:10][C:9]([O:12][CH2:31][CH2:30][N:29]2[C:28]3[CH:33]=[CH:34][CH:35]=[CH:36][C:27]=3[N:26]=[C:25]2[C:19]2[CH:24]=[CH:23][CH:22]=[CH:21][CH:20]=2)=[CH:8][CH:7]=1. (5) Given the reactants C[O:2][C:3](=[O:27])[CH:4]=[CH:5][C:6]1[CH:11]=[CH:10][C:9]([F:12])=[C:8]([NH:13][C:14]([C:16]2[O:17][C:18]([C:21]3[CH:26]=[CH:25][CH:24]=[CH:23][CH:22]=3)=[CH:19][CH:20]=2)=[O:15])[CH:7]=1.CO.[OH-].[Na+], predict the reaction product. The product is: [F:12][C:9]1[CH:10]=[CH:11][C:6]([CH:5]=[CH:4][C:3]([OH:27])=[O:2])=[CH:7][C:8]=1[NH:13][C:14]([C:16]1[O:17][C:18]([C:21]2[CH:26]=[CH:25][CH:24]=[CH:23][CH:22]=2)=[CH:19][CH:20]=1)=[O:15]. (6) Given the reactants [CH2:1]([O:4][C:5]1[CH:10]=[CH:9][C:8]([C:11]2[CH:19]=[CH:18][C:14]([C:15]([OH:17])=[O:16])=[CH:13][CH:12]=2)=[CH:7][CH:6]=1)[CH2:2][CH3:3], predict the reaction product. The product is: [CH2:1]([O:4][C:5]1[CH:6]=[CH:7][C:8]([C:11]2[CH:19]=[CH:18][C:14]([C:15]([O:17][C:8]([CH3:11])([CH3:9])[CH3:7])=[O:16])=[CH:13][CH:12]=2)=[CH:9][CH:10]=1)[CH2:2][CH3:3]. (7) Given the reactants P(Cl)(Cl)([Cl:3])=O.[F:6][C:7]1[CH:8]=[C:9]([C:14]2[NH:19][CH:18]=[C:17]([C:20]([O:22][CH3:23])=[O:21])[C:16](=O)[CH:15]=2)[CH:10]=[CH:11][C:12]=1[CH3:13], predict the reaction product. The product is: [Cl:3][C:16]1[C:17]([C:20]([O:22][CH3:23])=[O:21])=[CH:18][N:19]=[C:14]([C:9]2[CH:10]=[CH:11][C:12]([CH3:13])=[C:7]([F:6])[CH:8]=2)[CH:15]=1. (8) Given the reactants Cl.[O:2]1CCO[CH:3]1[C:7]1[C:11]2[CH:12]=[CH:13][C:14]([O:16][CH3:17])=[CH:15][C:10]=2[O:9][C:8]=1[CH3:18], predict the reaction product. The product is: [CH3:17][O:16][C:14]1[CH:13]=[CH:12][C:11]2[C:7]([CH:3]=[O:2])=[C:8]([CH3:18])[O:9][C:10]=2[CH:15]=1. (9) Given the reactants [Cl:1][C:2]1[CH:7]=[CH:6][C:5]([CH2:8][C:9]#[N:10])=[C:4]([F:11])[CH:3]=1.[Br:12][C:13]1[CH:14]=[C:15]([CH:18]=[CH:19][CH:20]=1)[CH:16]=O.C[O-].[Na+], predict the reaction product. The product is: [Br:12][C:13]1[CH:14]=[C:15](/[CH:16]=[C:8](/[C:5]2[CH:6]=[CH:7][C:2]([Cl:1])=[CH:3][C:4]=2[F:11])\[C:9]#[N:10])[CH:18]=[CH:19][CH:20]=1. (10) Given the reactants [O:1]=[C:2]1[N:6]([CH2:7][C:8]2[CH:9]=[N:10][CH:11]=[CH:12][CH:13]=2)[C@H:5]([C:14]([OH:16])=O)[CH2:4][CH2:3]1.Cl.CN(C)CCCN=C=NCC.ON1C2C=CC=CC=2N=N1.[Cl:39][C:40]1[C:45]([C:46]([F:49])([F:48])[F:47])=[CH:44][CH:43]=[CH:42][C:41]=1[CH2:50][NH2:51], predict the reaction product. The product is: [Cl:39][C:40]1[C:45]([C:46]([F:48])([F:49])[F:47])=[CH:44][CH:43]=[CH:42][C:41]=1[CH2:50][NH:51][C:14](=[O:16])[C@@H:5]1[CH2:4][CH2:3][C:2](=[O:1])[N:6]1[CH2:7][C:8]1[CH:9]=[N:10][CH:11]=[CH:12][CH:13]=1.